From a dataset of Cav3 T-type calcium channel HTS with 100,875 compounds. Binary Classification. Given a drug SMILES string, predict its activity (active/inactive) in a high-throughput screening assay against a specified biological target. The molecule is O1C2C3C(C(O)C4C(OC(=O)C4=C)CC3C)(C(=O)C12)C. The result is 0 (inactive).